Predict the reactants needed to synthesize the given product. From a dataset of Full USPTO retrosynthesis dataset with 1.9M reactions from patents (1976-2016). (1) Given the product [Br:8][C:24]1[C:17]2[C:18](=[N:19][CH:20]=[CH:21][C:16]=2[C:14]2[C:13]([C:25]3[CH:30]=[CH:29][CH:28]=[C:27]([N+:31]([O-:33])=[O:32])[CH:26]=3)=[N:12][N:11]([CH2:9][CH3:10])[CH:15]=2)[NH:22][CH:23]=1, predict the reactants needed to synthesize it. The reactants are: C1C(=O)N([Br:8])C(=O)C1.[CH2:9]([N:11]1[CH:15]=[C:14]([C:16]2[CH:21]=[CH:20][N:19]=[C:18]3[NH:22][CH:23]=[CH:24][C:17]=23)[C:13]([C:25]2[CH:30]=[CH:29][CH:28]=[C:27]([N+:31]([O-:33])=[O:32])[CH:26]=2)=[N:12]1)[CH3:10]. (2) Given the product [Br:1][C:2]1[C:11]2[O:12][C:14]([CH3:16])([CH3:15])[CH2:13][C:10]=2[CH:9]=[C:4]([C:5]([O:7][CH3:8])=[O:6])[CH:3]=1, predict the reactants needed to synthesize it. The reactants are: [Br:1][C:2]1[CH:3]=[C:4]([CH:9]=[C:10]([CH2:13][C:14]([CH3:16])=[CH2:15])[C:11]=1[OH:12])[C:5]([O:7][CH3:8])=[O:6]. (3) The reactants are: [CH2:1]([C@H:8]([CH2:12][C:13]([O:15]C(C)(C)C)=[O:14])[C:9]([OH:11])=O)[C:2]1[CH:7]=[CH:6][CH:5]=[CH:4][CH:3]=1.[Cl:20][C:21]1[S:25][C:24]([NH:26][CH3:27])=[N:23][C:22]=1[C:28]1[CH:33]=[CH:32][CH:31]=[CH:30][C:29]=1[Cl:34].ClN1C(=O)CCC1=O.C(N(CC)CC)C. Given the product [CH2:1]([C@@H:8]([C:9]([N:26]([C:24]1[S:25][C:21]([Cl:20])=[C:22]([C:28]2[CH:33]=[CH:32][CH:31]=[CH:30][C:29]=2[Cl:34])[N:23]=1)[CH3:27])=[O:11])[CH2:12][C:13]([OH:15])=[O:14])[C:2]1[CH:3]=[CH:4][CH:5]=[CH:6][CH:7]=1, predict the reactants needed to synthesize it. (4) Given the product [CH3:11][S:8]([C:5]1[CH:6]=[CH:7][C:2]([NH:13][C:14]2([CH2:19][OH:20])[CH2:18][CH2:17][CH2:16][CH2:15]2)=[CH:3][C:4]=1[CH3:12])(=[O:10])=[O:9], predict the reactants needed to synthesize it. The reactants are: F[C:2]1[CH:7]=[CH:6][C:5]([S:8]([CH3:11])(=[O:10])=[O:9])=[C:4]([CH3:12])[CH:3]=1.[NH2:13][C:14]1([CH2:19][OH:20])[CH2:18][CH2:17][CH2:16][CH2:15]1.CCN(C(C)C)C(C)C. (5) Given the product [CH2:33]([N:30]([CH2:31][CH3:32])[C:28](=[O:29])[CH:27]([N:17]1[CH2:16][CH2:15][N:14]([C:3]2[CH:4]=[CH:5][C:6]([C:8]3[O:12][N:11]=[C:10]([CH3:13])[N:9]=3)=[CH:7][C:2]=2[F:1])[CH2:19][CH2:18]1)[C:35]1[CH:40]=[CH:39][CH:38]=[CH:37][CH:36]=1)[CH3:34], predict the reactants needed to synthesize it. The reactants are: [F:1][C:2]1[CH:7]=[C:6]([C:8]2[O:12][N:11]=[C:10]([CH3:13])[N:9]=2)[CH:5]=[CH:4][C:3]=1[N:14]1[CH2:19][CH2:18][NH:17][CH2:16][CH2:15]1.C([O-])([O-])=O.[K+].[K+].Br[CH:27]([C:35]1[CH:40]=[CH:39][CH:38]=[CH:37][CH:36]=1)[C:28]([N:30]([CH2:33][CH3:34])[CH2:31][CH3:32])=[O:29].